Dataset: Full USPTO retrosynthesis dataset with 1.9M reactions from patents (1976-2016). Task: Predict the reactants needed to synthesize the given product. (1) Given the product [C:17]([C:18]1[O:14][C:13]2[CH:12]=[CH:11][C:5]([C:6]([O:8][CH2:9][CH3:10])=[O:7])=[CH:4][C:3]=2[CH:1]=1)(=[O:19])[CH3:16], predict the reactants needed to synthesize it. The reactants are: [CH:1]([C:3]1[CH:4]=[C:5]([CH:11]=[CH:12][C:13]=1[OH:14])[C:6]([O:8][CH2:9][CH3:10])=[O:7])=O.Br[CH2:16][C:17](=[O:19])[CH3:18].C(=O)([O-])[O-].[K+].[K+].O. (2) Given the product [NH2:1][C:2]1[N:7]=[C:6]([N:8]2[C:12]3[CH:13]=[C:14]([Br:17])[CH:15]=[CH:16][C:11]=3[N:10]([CH3:22])[C:9]2=[O:18])[CH:5]=[CH:4][N:3]=1, predict the reactants needed to synthesize it. The reactants are: [NH2:1][C:2]1[N:7]=[C:6]([N:8]2[C:12]3[CH:13]=[C:14]([Br:17])[CH:15]=[CH:16][C:11]=3[NH:10][C:9]2=[O:18])[CH:5]=[CH:4][N:3]=1.[H-].[Na+].I[CH3:22]. (3) Given the product [Cl:32][CH2:31][CH2:30][O:19][C:16]1[CH:17]=[CH:18][C:4]2[N:3]([CH2:1][CH3:2])[C:9](=[O:10])[C:8]([CH3:12])([CH3:11])[C:7](=[O:13])[N:6]([CH3:14])[C:5]=2[CH:15]=1, predict the reactants needed to synthesize it. The reactants are: [CH2:1]([N:3]1[C:9](=[O:10])[C:8]([CH3:12])([CH3:11])[C:7](=[O:13])[N:6]([CH3:14])[C:5]2[CH:15]=[C:16]([OH:19])[CH:17]=[CH:18][C:4]1=2)[CH3:2].C(=O)([O-])[O-].[K+].[K+].C(#N)C.Br[CH2:30][CH2:31][Cl:32]. (4) Given the product [NH2:2][CH2:1][C:3]1[N:8]=[C:7]([CH3:9])[N:6]=[C:5]([O:10][C:11]2[CH:16]=[CH:15][C:14]([CH2:17][S:18]([N:21]([CH3:29])[C:22](=[O:28])[O:23][C:24]([CH3:25])([CH3:27])[CH3:26])(=[O:20])=[O:19])=[CH:13][CH:12]=2)[CH:4]=1, predict the reactants needed to synthesize it. The reactants are: [C:1]([C:3]1[N:8]=[C:7]([CH3:9])[N:6]=[C:5]([O:10][C:11]2[CH:16]=[CH:15][C:14]([CH2:17][S:18]([N:21]([CH3:29])[C:22](=[O:28])[O:23][C:24]([CH3:27])([CH3:26])[CH3:25])(=[O:20])=[O:19])=[CH:13][CH:12]=2)[CH:4]=1)#[N:2].C(N(CC)CC)C.CO.[H][H]. (5) Given the product [C:18]1([P:17]([C:15]2[CH:14]=[CH:29][CH:24]=[CH:25][CH:26]=2)[N:5]2[CH2:6][CH2:7][C@H:4]2[C:2]([CH3:8])([CH3:1])[O:3][P:17]([C:24]2[CH:29]=[CH:28][CH:27]=[CH:26][CH:25]=2)[C:18]2[CH:23]=[CH:22][CH:21]=[CH:20][CH:19]=2)[CH:23]=[CH:22][CH:21]=[CH:20][CH:19]=1, predict the reactants needed to synthesize it. The reactants are: [CH3:1][C:2]([CH3:8])([C@@H:4]1[CH2:7][CH2:6][NH:5]1)[OH:3].C(N([CH2:14][CH3:15])CC)C.Cl[P:17]([C:24]1[CH:29]=[CH:28][CH:27]=[CH:26][CH:25]=1)[C:18]1[CH:23]=[CH:22][CH:21]=[CH:20][CH:19]=1. (6) Given the product [OH:1][CH2:2][C:3]1[CH:4]=[C:5]([S:9]([N:12]([CH2:20][O:19][CH2:18][CH2:17][Si:16]([CH3:23])([CH3:22])[CH3:15])[CH2:20][O:19][CH2:18][CH2:17][Si:16]([CH3:23])([CH3:22])[CH3:15])(=[O:10])=[O:11])[CH:6]=[CH:7][CH:8]=1, predict the reactants needed to synthesize it. The reactants are: [OH:1][CH2:2][C:3]1[CH:4]=[C:5]([S:9]([NH2:12])(=[O:11])=[O:10])[CH:6]=[CH:7][CH:8]=1.[H-].[Na+].[CH3:15][Si:16]([CH3:23])([CH3:22])[CH2:17][CH2:18][O:19][CH2:20]Cl.P([O-])([O-])([O-])=O. (7) Given the product [NH:25]1[C:33]2[C:28](=[CH:29][CH:30]=[CH:31][CH:32]=2)[C:27]([CH:34]=[CH:35][C:36]([NH:39][C:40]2[CH:41]=[C:42]([CH:49]=[CH:50][C:51]=2[OH:52])[C:43]([NH:45][CH:46]([CH3:48])[CH3:47])=[O:44])=[O:38])=[CH:26]1, predict the reactants needed to synthesize it. The reactants are: C1CCC(N=C=NC2CCCCC2)CC1.CCN(C(C)C)C(C)C.[NH:25]1[C:33]2[C:28](=[CH:29][CH:30]=[CH:31][CH:32]=2)[C:27](/[CH:34]=[CH:35]/[C:36]([OH:38])=O)=[CH:26]1.[NH2:39][C:40]1[CH:41]=[C:42]([CH:49]=[CH:50][C:51]=1[OH:52])[C:43]([NH:45][CH:46]([CH3:48])[CH3:47])=[O:44]. (8) Given the product [CH3:25][S:22]([O:1][CH:2]1[CH2:3][CH2:4][N:5]([C:8]([O:10][C:11]([CH3:14])([CH3:13])[CH3:12])=[O:9])[CH2:6][CH2:7]1)(=[O:24])=[O:23], predict the reactants needed to synthesize it. The reactants are: [OH:1][CH:2]1[CH2:7][CH2:6][N:5]([C:8]([O:10][C:11]([CH3:14])([CH3:13])[CH3:12])=[O:9])[CH2:4][CH2:3]1.C(N(CC)CC)C.[S:22](Cl)([CH3:25])(=[O:24])=[O:23]. (9) Given the product [N:11]1([C:14]2[CH:15]=[C:16]([NH:20][C:21]3[S:22][C:23]([CH:26]=[CH:27][C:28]4[CH:29]=[CH:30][C:31]([OH:34])=[CH:32][CH:33]=4)=[CH:24][N:25]=3)[CH:17]=[CH:18][CH:19]=2)[CH2:12][CH2:13][NH:8][CH2:9][CH2:10]1, predict the reactants needed to synthesize it. The reactants are: C(OC([N:8]1[CH2:13][CH2:12][N:11]([C:14]2[CH:19]=[CH:18][CH:17]=[C:16]([NH:20][C:21]3[S:22][C:23]([CH:26]=[CH:27][C:28]4[CH:33]=[CH:32][C:31]([O:34]C)=[CH:30][CH:29]=4)=[CH:24][N:25]=3)[CH:15]=2)[CH2:10][CH2:9]1)=O)(C)(C)C.B(Br)(Br)Br. (10) Given the product [CH3:12][O:11][C:8]1[CH:9]=[C:10]2[C:2]([B:28]3[O:32][C:31]([CH3:34])([CH3:33])[C:30]([CH3:36])([CH3:35])[O:29]3)=[CH:3][S:4][C:5]2=[CH:6][N:7]=1, predict the reactants needed to synthesize it. The reactants are: Br[C:2]1[C:10]2[C:5](=[CH:6][N:7]=[C:8]([O:11][CH3:12])[CH:9]=2)[S:4][CH:3]=1.[Li]CCCC.CCCCCC.C(O[B:28]1[O:32][C:31]([CH3:34])([CH3:33])[C:30]([CH3:36])([CH3:35])[O:29]1)(C)C.